Regression/Classification. Given a drug SMILES string, predict its absorption, distribution, metabolism, or excretion properties. Task type varies by dataset: regression for continuous measurements (e.g., permeability, clearance, half-life) or binary classification for categorical outcomes (e.g., BBB penetration, CYP inhibition). Dataset: cyp1a2_veith. From a dataset of CYP1A2 inhibition data for predicting drug metabolism from PubChem BioAssay. (1) The compound is O=C(c1csnn1)N1CCC[C@@]2(CCN(c3ccncc3)C2)C1. The result is 0 (non-inhibitor). (2) The molecule is COc1ccc(-n2c(=O)cnc3cnc(N4CCNCC4)nc32)cc1. The result is 1 (inhibitor). (3) The compound is CCCNC(=O)OC[C@@H]1O[C@H](CCO/N=C(\C)CCN2CCCc3nc(C)c(C)cc32)C=C[C@@H]1Oc1ccc(OC)cc1. The result is 0 (non-inhibitor). (4) The molecule is C=C(C)[C@@H]1[C@@H]2C(=O)O[C@H]1[C@H]1OC(=O)[C@@]34O[C@@H]3C[C@]2(O)[C@]14C. The result is 0 (non-inhibitor). (5) The compound is COc1ccccc1-c1cncnc1N(C)Cc1ccco1. The result is 1 (inhibitor). (6) The drug is Cc1ccccc1OCC(O)Cn1c2ccccc2c2ccccc21. The result is 1 (inhibitor).